Dataset: NCI-60 drug combinations with 297,098 pairs across 59 cell lines. Task: Regression. Given two drug SMILES strings and cell line genomic features, predict the synergy score measuring deviation from expected non-interaction effect. (1) Drug 1: CC1OCC2C(O1)C(C(C(O2)OC3C4COC(=O)C4C(C5=CC6=C(C=C35)OCO6)C7=CC(=C(C(=C7)OC)O)OC)O)O. Drug 2: CC1C(C(CC(O1)OC2CC(CC3=C2C(=C4C(=C3O)C(=O)C5=CC=CC=C5C4=O)O)(C(=O)C)O)N)O. Cell line: MCF7. Synergy scores: CSS=41.3, Synergy_ZIP=-10.8, Synergy_Bliss=-12.4, Synergy_Loewe=-3.18, Synergy_HSA=-2.17. (2) Drug 1: C1C(C(OC1N2C=NC3=C(N=C(N=C32)Cl)N)CO)O. Drug 2: C1CC(C1)(C(=O)O)C(=O)O.[NH2-].[NH2-].[Pt+2]. Cell line: SF-268. Synergy scores: CSS=20.7, Synergy_ZIP=-6.02, Synergy_Bliss=2.12, Synergy_Loewe=-0.837, Synergy_HSA=0.161. (3) Drug 1: C1CC(=O)NC(=O)C1N2C(=O)C3=CC=CC=C3C2=O. Drug 2: C1C(C(OC1N2C=NC(=NC2=O)N)CO)O. Cell line: UACC-257. Synergy scores: CSS=-1.03, Synergy_ZIP=1.59, Synergy_Bliss=1.06, Synergy_Loewe=-0.932, Synergy_HSA=-1.67.